This data is from Peptide-MHC class II binding affinity with 134,281 pairs from IEDB. The task is: Regression. Given a peptide amino acid sequence and an MHC pseudo amino acid sequence, predict their binding affinity value. This is MHC class II binding data. The peptide sequence is EQCGRQAGGKLCPNN. The MHC is DRB4_0101 with pseudo-sequence DRB4_0103. The binding affinity (normalized) is 0.248.